Predict which catalyst facilitates the given reaction. From a dataset of Catalyst prediction with 721,799 reactions and 888 catalyst types from USPTO. (1) Product: [F:15][C:16]1[CH:21]=[CH:20][C:19]([C:22]2[O:23][C:24]3[CH:34]=[C:33]([N:35]([CH3:40])[S:36]([CH3:39])(=[O:37])=[O:38])[C:32]([C:8]4[N:9]=[C:10]5[C:5](=[N:6][CH:7]=4)[N:4]=[CH:3][NH:12][C:11]5=[O:13])=[CH:31][C:25]=3[C:26]=2[C:27]([NH:29][CH3:30])=[O:28])=[CH:18][CH:17]=1. Reactant: C([C:3]1[NH:12][C:11](=[O:13])[C:10]2[C:5](=[N:6][CH:7]=[C:8](Br)[N:9]=2)[N:4]=1)C.[F:15][C:16]1[CH:21]=[CH:20][C:19]([C:22]2[O:23][C:24]3[CH:34]=[C:33]([N:35]([CH3:40])[S:36]([CH3:39])(=[O:38])=[O:37])[C:32](B4OC(C)(C)C(C)(C)O4)=[CH:31][C:25]=3[C:26]=2[C:27]([NH:29][CH3:30])=[O:28])=[CH:18][CH:17]=1.C([O-])([O-])=O.[Na+].[Na+]. The catalyst class is: 117. (2) Reactant: [CH3:1][C:2]1[CH:11]=[CH:10][C:9]2[C:4](=[CH:5][CH:6]=[CH:7][CH:8]=2)[N:3]=1.C(OOC(=O)C1C=CC=CC=1)(=O)C1C=CC=CC=1.[Br:30]NC(=O)CCC(N)=O. Product: [Br:30][CH2:1][C:2]1[CH:11]=[CH:10][C:9]2[C:4](=[CH:5][CH:6]=[CH:7][CH:8]=2)[N:3]=1. The catalyst class is: 53. (3) Reactant: CS(O[CH2:6][C:7]1[CH:12]=[CH:11][C:10]([N+:13]([O-:15])=[O:14])=[C:9]([N+:16]([O-:18])=[O:17])[CH:8]=1)(=O)=O.C(N(CC)CC)C.[NH:26]1[CH2:31][CH2:30][CH2:29][CH2:28][CH2:27]1. Product: [N+:16]([C:9]1[CH:8]=[C:7]([CH:12]=[CH:11][C:10]=1[N+:13]([O-:15])=[O:14])[CH2:6][N:26]1[CH2:31][CH2:30][CH2:29][CH2:28][CH2:27]1)([O-:18])=[O:17]. The catalyst class is: 2. (4) The catalyst class is: 2. Reactant: [CH2:1]([O:8][CH2:9][C@@H:10]1[CH2:14][C@@H:13]([S:15][C:16]([C:29]2[CH:34]=[CH:33][CH:32]=[CH:31][CH:30]=2)([C:23]2[CH:28]=[CH:27][CH:26]=[CH:25][CH:24]=2)[C:17]2[CH:22]=[CH:21][CH:20]=[CH:19][CH:18]=2)[CH2:12][N:11]1[S:35]([C:38]1[CH:49]=[CH:48][C:41]2[NH:42][C:43](=O)[O:44][C:45](=[O:46])[C:40]=2[CH:39]=1)(=[O:37])=[O:36])[C:2]1[CH:7]=[CH:6][CH:5]=[CH:4][CH:3]=1.CO.C1CCN2C(=NCCC2)CC1. Product: [CH3:43][O:44][C:45](=[O:46])[C:40]1[CH:39]=[C:38]([S:35]([N:11]2[CH2:12][C@H:13]([S:15][C:16]([C:29]3[CH:30]=[CH:31][CH:32]=[CH:33][CH:34]=3)([C:17]3[CH:22]=[CH:21][CH:20]=[CH:19][CH:18]=3)[C:23]3[CH:28]=[CH:27][CH:26]=[CH:25][CH:24]=3)[CH2:14][C@H:10]2[CH2:9][O:8][CH2:1][C:2]2[CH:3]=[CH:4][CH:5]=[CH:6][CH:7]=2)(=[O:37])=[O:36])[CH:49]=[CH:48][C:41]=1[NH2:42]. (5) Reactant: [CH3:1][N:2]1[CH:6]=[C:5]([NH2:7])[CH:4]=[N:3]1.O=[C:9]1[CH2:14][CH2:13][CH2:12][CH2:11][CH:10]1[C:15]([O-])=[O:16]. Product: [CH3:1][N:2]1[C:6]2[C:5](=[N:7][C:9]3[CH2:14][CH2:13][CH2:12][CH2:11][C:10]=3[C:15]=2[OH:16])[CH:4]=[N:3]1. The catalyst class is: 743. (6) Reactant: [O:1]([C:8]1[CH:13]=[CH:12][C:11]([C:14]2[CH:18]=[CH:17][NH:16][N:15]=2)=[CH:10][CH:9]=1)[C:2]1[CH:7]=[CH:6][CH:5]=[CH:4][CH:3]=1.[CH3:19][S:20](Cl)(=[O:22])=[O:21]. Product: [CH3:19][S:20]([N:16]1[CH:17]=[CH:18][C:14]([C:11]2[CH:12]=[CH:13][C:8]([O:1][C:2]3[CH:3]=[CH:4][CH:5]=[CH:6][CH:7]=3)=[CH:9][CH:10]=2)=[N:15]1)(=[O:22])=[O:21]. The catalyst class is: 228. (7) Reactant: C1(P(C2CCCCC2)C2C=CC=CC=2[C:14]2[CH:19]=[CH:18][CH:17]=[CH:16][C:15]=2[N:20]([CH3:22])C)CCCCC1.C(O)(=O)C(O)=O.[CH3:35][O:36][C:37]1[CH:48]=[CH:47][C:40]([CH2:41][CH:42]2[CH2:46][CH2:45][CH2:44][NH:43]2)=[CH:39][CH:38]=1.C[Si]([N-:53][Si](C)(C)C)(C)C.[Li+]. Product: [CH3:35][O:36][C:37]1[CH:38]=[CH:39][C:40]([CH2:41][CH:42]2[CH2:46][CH2:45][CH2:44][N:43]2[C:18]2[CH:17]=[CH:16][C:15]3[NH:20][CH:22]=[N:53][C:14]=3[CH:19]=2)=[CH:47][CH:48]=1. The catalyst class is: 110. (8) Reactant: [CH3:1][O:2][C:3]1[CH:8]=[CH:7][CH:6]=[C:5]([NH2:9])[CH:4]=1.[H-].[Na+].F[C:13]1[CH:18]=[CH:17][CH:16]=[CH:15][C:14]=1[N+:19]([O-:21])=[O:20]. Product: [CH3:1][O:2][C:3]1[CH:4]=[C:5]([NH:9][C:13]2[CH:18]=[CH:17][CH:16]=[CH:15][C:14]=2[N+:19]([O-:21])=[O:20])[CH:6]=[CH:7][CH:8]=1. The catalyst class is: 3. (9) Reactant: [NH2:1][C:2]1[CH:10]=[C:9]2[C:5]([C:6](O)([C:12]([F:15])([F:14])[F:13])[C:7](=O)[NH:8]2)=[CH:4][CH:3]=1.B.C1COCC1. Product: [F:15][C:12]([F:13])([F:14])[C:6]1[C:5]2[C:9](=[CH:10][C:2]([NH2:1])=[CH:3][CH:4]=2)[NH:8][CH:7]=1. The catalyst class is: 118.